This data is from Catalyst prediction with 721,799 reactions and 888 catalyst types from USPTO. The task is: Predict which catalyst facilitates the given reaction. (1) Reactant: C([O:3][C:4]([C:6]1[N:7]=[C:8]2[CH:13]=[CH:12][C:11]([N:14]3[CH:18]=[CH:17][CH:16]=[N:15]3)=[CH:10][N:9]2[CH:19]=1)=[O:5])C. Product: [N:14]1([C:11]2[CH:12]=[CH:13][C:8]3[N:9]([CH:19]=[C:6]([C:4]([OH:5])=[O:3])[N:7]=3)[CH:10]=2)[CH:18]=[CH:17][CH:16]=[N:15]1. The catalyst class is: 33. (2) Product: [F:43][C:2]([F:42])([F:1])[C:3]1[CH:4]=[C:5]([C:13]([CH3:40])([CH3:41])[C:14]([N:16]([CH3:44])[C:17]2[C:18]([C:33]3[CH:38]=[CH:37][CH:36]=[CH:35][C:34]=3[CH3:39])=[C:19]3[C:24](=[CH:25][CH:26]=2)[N:23]=[C:22]([N:27]2[CH2:32][CH2:31][O:30][CH2:29][CH2:28]2)[CH:21]=[CH:20]3)=[O:15])[CH:6]=[C:7]([C:9]([F:11])([F:12])[F:10])[CH:8]=1. The catalyst class is: 182. Reactant: [F:1][C:2]([F:43])([F:42])[C:3]1[CH:4]=[C:5]([C:13]([CH3:41])([CH3:40])[C:14]([NH:16][C:17]2[C:18]([C:33]3[CH:38]=[CH:37][CH:36]=[CH:35][C:34]=3[CH3:39])=[C:19]3[C:24](=[CH:25][CH:26]=2)[N:23]=[C:22]([N:27]2[CH2:32][CH2:31][O:30][CH2:29][CH2:28]2)[CH:21]=[CH:20]3)=[O:15])[CH:6]=[C:7]([C:9]([F:12])([F:11])[F:10])[CH:8]=1.[CH3:44][Si]([N-][Si](C)(C)C)(C)C.[K+].CI.